This data is from Catalyst prediction with 721,799 reactions and 888 catalyst types from USPTO. The task is: Predict which catalyst facilitates the given reaction. (1) Reactant: [F:1][C:2]1[CH:3]=[N:4][C:5]2[C:10]([C:11]=1[CH2:12][CH2:13][N:14]1[CH2:19][CH2:18][NH:17][CH:16]([CH2:20][NH2:21])[CH2:15]1)=[N:9][C:8]([O:22][CH3:23])=[CH:7][CH:6]=2.[O-]S([O-])(=O)=O.[Na+].[Na+].[O:31]=[C:32]1[CH2:37][S:36][C:35]2[CH:38]=[CH:39][C:40]([CH:42]=O)=[N:41][C:34]=2[NH:33]1.[BH4-].[Na+]. Product: [F:1][C:2]1[CH:3]=[N:4][C:5]2[C:10]([C:11]=1[CH2:12][CH2:13][N:14]1[CH2:19][CH2:18][NH:17][CH:16]([CH2:20][NH:21][CH2:42][C:40]3[CH:39]=[CH:38][C:35]4[S:36][CH2:37][C:32](=[O:31])[NH:33][C:34]=4[N:41]=3)[CH2:15]1)=[N:9][C:8]([O:22][CH3:23])=[CH:7][CH:6]=2. The catalyst class is: 59. (2) Reactant: [Br:1][C:2]1[CH:7]=[CH:6][C:5]([NH:8][C:9]2[C:10]([NH2:15])=[CH:11][CH:12]=[CH:13][CH:14]=2)=[CH:4][C:3]=1[CH3:16].[N:17]#[C:18]Br. Product: [Br:1][C:2]1[CH:7]=[CH:6][C:5]([N:8]2[C:9]3[CH:14]=[CH:13][CH:12]=[CH:11][C:10]=3[N:15]=[C:18]2[NH2:17])=[CH:4][C:3]=1[CH3:16]. The catalyst class is: 47.